From a dataset of Reaction yield outcomes from USPTO patents with 853,638 reactions. Predict the reaction yield, written as a fraction of the theoretical maximum amount of product (1.0 means a 100% yield; for example, 0.34 means a 34% yield). The reactants are [Br:1][C:2]1[CH:3]=[C:4]2[C:9](=[CH:10][CH:11]=1)[C:7](=[O:8])[O:6][CH2:5]2.[F:12][C:13]1[CH:18]=[CH:17][C:16]([OH:19])=[CH:15][CH:14]=1.CO.C[O-].[Na+].Cl. The catalyst is CN(C=O)C. The product is [Br:1][C:2]1[CH:11]=[CH:10][C:9]([C:7]([OH:6])=[O:8])=[C:4]([CH2:5][O:19][C:16]2[CH:17]=[CH:18][C:13]([F:12])=[CH:14][CH:15]=2)[CH:3]=1. The yield is 0.360.